This data is from Retrosynthesis with 50K atom-mapped reactions and 10 reaction types from USPTO. The task is: Predict the reactants needed to synthesize the given product. (1) Given the product O=Cc1cccc(N2CCC(C(=O)O)CC2)c1, predict the reactants needed to synthesize it. The reactants are: O=C(O)C1CCN(c2cccc(C3OCCO3)c2)CC1. (2) Given the product O=Cc1cn(S(=O)(=O)c2ccc(F)cc2)c2ccccc12, predict the reactants needed to synthesize it. The reactants are: O=Cc1c[nH]c2ccccc12.O=S(=O)(Cl)c1ccc(F)cc1. (3) Given the product CCC(=O)C1=C(O)CC(c2c(C)cc(C)c(NS(C)(=O)=O)c2C)CC1=O, predict the reactants needed to synthesize it. The reactants are: CCC(=O)C1=C(O)CC(c2c(C)cc(C)c(N)c2C)CC1=O.CS(=O)(=O)Cl. (4) Given the product CCC(C)N(C(C)=O)c1cc(Br)cc(C(=O)OC)c1C, predict the reactants needed to synthesize it. The reactants are: CC(=O)OC(C)=O.CCC(C)Nc1cc(Br)cc(C(=O)OC)c1C. (5) Given the product Cc1nn(C)cc1-n1c(=O)n(C)c2cnc3ccc(-c4cncnc4)cc3c21, predict the reactants needed to synthesize it. The reactants are: Cc1nn(C)cc1-n1c(=O)n(C)c2cnc3ccc(Br)cc3c21.OB(O)c1cncnc1.